This data is from Forward reaction prediction with 1.9M reactions from USPTO patents (1976-2016). The task is: Predict the product of the given reaction. Given the reactants Br[C:2]1[CH:7]=[C:6]([O:8][CH3:9])[CH:5]=[C:4]([Br:10])[N:3]=1.B1(C=C)OB([CH:17]=[CH2:18])OB(C=C)O1.C1C=CN=CC=1, predict the reaction product. The product is: [Br:10][C:4]1[CH:5]=[C:6]([O:8][CH3:9])[CH:7]=[C:2]([CH:17]=[CH2:18])[N:3]=1.